This data is from Peptide-MHC class I binding affinity with 185,985 pairs from IEDB/IMGT. The task is: Regression. Given a peptide amino acid sequence and an MHC pseudo amino acid sequence, predict their binding affinity value. This is MHC class I binding data. (1) The peptide sequence is LILSNKLLYA. The MHC is HLA-A02:01 with pseudo-sequence HLA-A02:01. The binding affinity (normalized) is 0.526. (2) The peptide sequence is VSFSPSLTF. The MHC is HLA-A32:01 with pseudo-sequence HLA-A32:01. The binding affinity (normalized) is 0.390.